This data is from Forward reaction prediction with 1.9M reactions from USPTO patents (1976-2016). The task is: Predict the product of the given reaction. (1) Given the reactants [C:1]([O:5][C:6]([NH:8][CH2:9][C:10]1[CH:31]=[CH:30][C:13]([C:14]([NH:16][CH2:17][C:18]2[CH:29]=[CH:28][C:21]([O:22][CH2:23][CH2:24][C:25](O)=[O:26])=[CH:20][CH:19]=2)=[O:15])=[CH:12][CH:11]=1)=[O:7])([CH3:4])([CH3:3])[CH3:2].N1C=CC=CC=1.F[P-](F)(F)(F)(F)F.N1(O[P+](N(C)C)(N(C)C)N(C)C)C2C=CC=CC=2N=N1.[Si:65]([O:72][C@H:73]1[CH2:77][NH:76][CH2:75][C@@H:74]1[OH:78])([C:68]([CH3:71])([CH3:70])[CH3:69])([CH3:67])[CH3:66], predict the reaction product. The product is: [Si:65]([O:72][C@@H:73]1[C@@H:74]([OH:78])[CH2:75][N:76]([C:25](=[O:26])[CH2:24][CH2:23][O:22][C:21]2[CH:28]=[CH:29][C:18]([CH2:17][NH:16][C:14]([C:13]3[CH:30]=[CH:31][C:10]([CH2:9][NH:8][C:6](=[O:7])[O:5][C:1]([CH3:4])([CH3:3])[CH3:2])=[CH:11][CH:12]=3)=[O:15])=[CH:19][CH:20]=2)[CH2:77]1)([C:68]([CH3:71])([CH3:70])[CH3:69])([CH3:67])[CH3:66]. (2) Given the reactants [CH:1]([C:3]1[CH:8]=[CH:7][C:6]([C:9]2[C:10]([C:15]#[N:16])=[CH:11][CH:12]=[CH:13][CH:14]=2)=[CH:5][C:4]=1[C:17]([F:20])([F:19])[F:18])=[O:2].[BH4-].[Na+], predict the reaction product. The product is: [OH:2][CH2:1][C:3]1[CH:8]=[CH:7][C:6]([C:9]2[C:10]([C:15]#[N:16])=[CH:11][CH:12]=[CH:13][CH:14]=2)=[CH:5][C:4]=1[C:17]([F:18])([F:19])[F:20]. (3) Given the reactants [Br:1][C:2]1[CH:7]=[C:6]([F:8])[C:5]([F:9])=[CH:4][C:3]=1[OH:10].[F:11][C:12]([F:16])([F:15])CI.[F-].[Cs+].O, predict the reaction product. The product is: [Br:1][C:2]1[CH:7]=[C:6]([F:8])[C:5]([F:9])=[CH:4][C:3]=1[O:10][C:12]([F:16])([F:15])[F:11]. (4) Given the reactants [Cl:1][C:2]1[C:7]([O:8][CH2:9][C:10]([O:12]C)=O)=[CH:6][CH:5]=[CH:4][N:3]=1.O.[NH2:15][NH2:16], predict the reaction product. The product is: [Cl:1][C:2]1[C:7]([O:8][CH2:9][C:10]([NH:15][NH2:16])=[O:12])=[CH:6][CH:5]=[CH:4][N:3]=1. (5) Given the reactants Cl[CH2:2][CH2:3][C:4]([C:6]1[CH:11]=[CH:10][C:9]([F:12])=[C:8]([F:13])[CH:7]=1)=[O:5].C1(C=C(O)C=C(O)C=1)O.[N:23]([O-:25])=[O:24].[Na+], predict the reaction product. The product is: [F:13][C:8]1[CH:7]=[C:6]([C:4](=[O:5])[CH2:3][CH2:2][N+:23]([O-:25])=[O:24])[CH:11]=[CH:10][C:9]=1[F:12]. (6) Given the reactants [CH3:1][C:2]1[C:6]([C:7]2[N:11]([C:12]3[CH:17]=[CH:16][C:15]([O:18]C)=[CH:14][CH:13]=3)[C:10]3[CH:20]=[CH:21][CH:22]=[CH:23][C:9]=3[N:8]=2)=[C:5]([CH3:24])[O:4][N:3]=1.B(Br)(Br)Br.CO.CCOC(C)=O, predict the reaction product. The product is: [CH3:1][C:2]1[C:6]([C:7]2[N:11]([C:12]3[CH:13]=[CH:14][C:15]([OH:18])=[CH:16][CH:17]=3)[C:10]3[CH:20]=[CH:21][CH:22]=[CH:23][C:9]=3[N:8]=2)=[C:5]([CH3:24])[O:4][N:3]=1.